Dataset: NCI-60 drug combinations with 297,098 pairs across 59 cell lines. Task: Regression. Given two drug SMILES strings and cell line genomic features, predict the synergy score measuring deviation from expected non-interaction effect. Cell line: SK-OV-3. Synergy scores: CSS=-1.85, Synergy_ZIP=-2.08, Synergy_Bliss=-0.626, Synergy_Loewe=-11.8, Synergy_HSA=-2.82. Drug 1: CC1CCC2CC(C(=CC=CC=CC(CC(C(=O)C(C(C(=CC(C(=O)CC(OC(=O)C3CCCCN3C(=O)C(=O)C1(O2)O)C(C)CC4CCC(C(C4)OC)OCCO)C)C)O)OC)C)C)C)OC. Drug 2: C1=NNC2=C1C(=O)NC=N2.